This data is from Full USPTO retrosynthesis dataset with 1.9M reactions from patents (1976-2016). The task is: Predict the reactants needed to synthesize the given product. (1) Given the product [C:1]([O:5][C:6]([NH:8][C@@:9]12[CH2:16][CH2:15][CH2:14][C@:13]1([F:17])[CH2:12][N:11]([C@@H:19]([C:21]1[CH:22]=[CH:23][CH:24]=[CH:25][CH:26]=1)[CH3:20])[CH2:10]2)=[O:7])([CH3:2])([CH3:3])[CH3:4], predict the reactants needed to synthesize it. The reactants are: [C:1]([O:5][C:6]([NH:8][C@@:9]12[CH2:16][CH2:15][CH2:14][C@:13]1([F:17])[C:12](=O)[N:11]([C@@H:19]([C:21]1[CH:26]=[CH:25][CH:24]=[CH:23][CH:22]=1)[CH3:20])[CH2:10]2)=[O:7])([CH3:4])([CH3:3])[CH3:2]. (2) Given the product [CH2:1]([N:3]([CH2:31][C:32]1[CH:37]=[CH:36][C:35]([O:38][CH2:42][CH2:43][N:45]2[CH2:50][CH2:49][CH2:48][CH2:47][CH2:46]2)=[C:34]([F:39])[CH:33]=1)[C:4]1[CH:9]=[C:8]([O:10][CH3:11])[C:7]([O:12][CH3:13])=[CH:6][C:5]=1[C@@H:14]1[CH2:15][CH2:16][C:21]2[CH:20]=[C:19]([OH:24])[CH:18]=[CH:17][C:22]=2[CH2:23]1)[CH3:2], predict the reactants needed to synthesize it. The reactants are: [CH2:1]([N:3]([C:31](=O)[C:32]1[CH:37]=[CH:36][C:35]([OH:38])=[C:34]([F:39])[CH:33]=1)[C:4]1[CH:9]=[C:8]([O:10][CH3:11])[C:7]([O:12][CH3:13])=[CH:6][C:5]=1[C@@H:14]1[CH2:23][CH2:22][C:21]2[CH:20]=[C:19]([O:24]C(=O)C(C)(C)C)[CH:18]=[CH:17][C:16]=2[CH2:15]1)[CH3:2].Cl[CH2:42][C:43]([N:45]1[CH2:50][CH2:49][CH2:48][CH2:47][CH2:46]1)=O. (3) Given the product [F:15][CH:2]([F:1])[O:3][C:4]1[C:13]([F:14])=[CH:12][CH:11]=[CH:10][C:5]=1[C:6]([OH:8])=[O:7], predict the reactants needed to synthesize it. The reactants are: [F:1][CH:2]([F:15])[O:3][C:4]1[C:13]([F:14])=[CH:12][CH:11]=[CH:10][C:5]=1[C:6]([O:8]C)=[O:7].[OH-].[Na+]. (4) Given the product [CH3:2][C:1]1[S:3][CH:6]=[C:7]([C:9]2[CH:14]=[CH:13][CH:12]=[CH:11][CH:10]=2)[N:4]=1, predict the reactants needed to synthesize it. The reactants are: [C:1]([NH2:4])(=[S:3])[CH3:2].Br[CH2:6][C:7]([C:9]1[CH:14]=[CH:13][CH:12]=[CH:11][CH:10]=1)=O.